Task: Predict the reactants needed to synthesize the given product.. Dataset: Full USPTO retrosynthesis dataset with 1.9M reactions from patents (1976-2016) (1) Given the product [C:27]([O:30][CH2:31][C:32]1[C:33]([N:47]2[CH2:59][CH2:58][N:50]3[C:51]4[CH2:52][CH2:53][CH2:54][CH2:55][C:56]=4[CH:57]=[C:49]3[C:48]2=[O:60])=[N:34][CH:35]=[CH:36][C:37]=1[C:2]1[N:3]=[C:4]([NH:10][C:11]2[CH:12]=[N:13][C:14]([N:17]3[CH2:22][CH2:21][N:20]([CH:23]4[CH2:26][O:25][CH2:24]4)[CH2:19][CH2:18]3)=[CH:15][CH:16]=2)[C:5](=[O:9])[N:6]([CH3:8])[CH:7]=1)(=[O:29])[CH3:28], predict the reactants needed to synthesize it. The reactants are: Br[C:2]1[N:3]=[C:4]([NH:10][C:11]2[CH:12]=[N:13][C:14]([N:17]3[CH2:22][CH2:21][N:20]([CH:23]4[CH2:26][O:25][CH2:24]4)[CH2:19][CH2:18]3)=[CH:15][CH:16]=2)[C:5](=[O:9])[N:6]([CH3:8])[CH:7]=1.[C:27]([O:30][CH2:31][C:32]1[C:33]([N:47]2[CH2:59][CH2:58][N:50]3[C:51]4[CH2:52][CH2:53][CH2:54][CH2:55][C:56]=4[CH:57]=[C:49]3[C:48]2=[O:60])=[N:34][CH:35]=[CH:36][C:37]=1B1OC(C)(C)C(C)(C)O1)(=[O:29])[CH3:28].C([O-])(=O)C.[Na+].C(#N)C. (2) Given the product [O:9]1[C:10]2[C:5](=[CH:4][CH:3]=[CH:2][CH:11]=2)[CH2:6][CH2:7][CH2:8]1, predict the reactants needed to synthesize it. The reactants are: O[C:2]1[CH:11]=[C:10]2[C:5]([CH:6](CCCCCCCCCSCCCC(F)(F)C(F)(F)F)[CH:7](C3C=CC(O)=CC=3)[CH2:8][O:9]2)=[CH:4][CH:3]=1.O. (3) Given the product [Cl:1][C:2]1[CH:27]=[CH:26][C:5]([CH2:6][N:7]2[C:15]3[C:10](=[CH:11][C:12]([CH:16]=[C:17]4[S:21][C:20]([N:36]5[CH2:37][CH2:38][C:33]([CH3:32])([C:39]([OH:41])=[O:40])[CH2:34][CH2:35]5)=[N:19][C:18]4=[O:25])=[CH:13][CH:14]=3)[CH:9]=[N:8]2)=[C:4]([C:28]([F:29])([F:30])[F:31])[CH:3]=1, predict the reactants needed to synthesize it. The reactants are: [Cl:1][C:2]1[CH:27]=[CH:26][C:5]([CH2:6][N:7]2[C:15]3[C:10](=[CH:11][C:12]([CH:16]=[C:17]4[S:21][C:20](SCC)=[N:19][C:18]4=[O:25])=[CH:13][CH:14]=3)[CH:9]=[N:8]2)=[C:4]([C:28]([F:31])([F:30])[F:29])[CH:3]=1.[CH3:32][C:33]1([C:39]([OH:41])=[O:40])[CH2:38][CH2:37][NH:36][CH2:35][CH2:34]1. (4) Given the product [OH:26][NH:25][C:19]([C:16]1[CH:17]=[CH:18][C:12]2[NH:11][CH2:10][CH2:9][N:8]([CH2:7][C:6]3[CH:23]=[CH:24][C:3]([O:2][CH3:1])=[CH:4][CH:5]=3)[CH2:14][C:13]=2[CH:15]=1)=[O:20], predict the reactants needed to synthesize it. The reactants are: [CH3:1][O:2][C:3]1[CH:24]=[CH:23][C:6]([CH2:7][N:8]2[CH2:14][C:13]3[CH:15]=[C:16]([C:19](OC)=[O:20])[CH:17]=[CH:18][C:12]=3[NH:11][CH2:10][CH2:9]2)=[CH:5][CH:4]=1.[NH2:25][OH:26].[OH-].[Na+]. (5) Given the product [C:40]([OH:43])(=[O:42])/[CH:41]=[CH:2]/[C:35]([OH:37])=[O:38].[CH3:24][NH:23][CH2:22][C:13]1[CH:14]=[C:15]([C:16]2[CH:17]=[CH:18][CH:19]=[CH:20][CH:21]=2)[N:11]([S:8]([C:5]2[CH:6]=[N:7][CH:2]=[C:3]([CH3:32])[CH:4]=2)(=[O:10])=[O:9])[CH:12]=1, predict the reactants needed to synthesize it. The reactants are: Cl[C:2]1[N:7]=[CH:6][C:5]([S:8]([N:11]2[C:15]([C:16]3[CH:21]=[CH:20][CH:19]=[CH:18][CH:17]=3)=[CH:14][C:13]([CH2:22][N:23](C)[C:24](=O)OC(C)(C)C)=[CH:12]2)(=[O:10])=[O:9])=[CH:4][C:3]=1[CH3:32].NN.[C:35](=[O:38])([O-:37])O.[Na+].[C:40]([O:43]CC)(=[O:42])[CH3:41].Cl. (6) The reactants are: [CH3:1][C:2](=[CH:8][CH:9]=[CH:10][C:11]([CH3:20])=[CH:12][CH:13]=[CH:14][CH:15]=[C:16]([CH3:19])[CH:17]=O)[C:3]([O:5][CH2:6][CH3:7])=[O:4].[Cl-].[CH3:22][C:23]1([CH3:52])[CH2:28][O:27][CH:26]([C:29]([CH3:51])=[CH:30][CH2:31][P+](C2C=CC=CC=2)(C2C=CC=CC=2)C2C=CC=CC=2)[O:25][CH2:24]1.[O-]CC.[Na+]. Given the product [CH3:22][C:23]1([CH3:52])[CH2:24][O:25][CH:26]([C:29]([CH3:51])=[CH:30][CH:31]=[CH:17][C:16]([CH3:19])=[CH:15][CH:14]=[CH:13][CH:12]=[C:11]([CH3:20])[CH:10]=[CH:9][CH:8]=[C:2]([CH3:1])[C:3]([O:5][CH2:6][CH3:7])=[O:4])[O:27][CH2:28]1, predict the reactants needed to synthesize it. (7) Given the product [ClH:22].[Cl:22][C:19]1[CH:20]=[CH:21][C:16]([O:15][CH:12]2[CH2:13][CH2:14][NH:9][CH2:10][CH2:11]2)=[C:17]([NH:23][C:24]([C:26]2[CH:27]=[N:28][N:29]3[CH:34]=[CH:33][CH:32]=[N:31][C:30]=23)=[O:25])[CH:18]=1, predict the reactants needed to synthesize it. The reactants are: Cl.C(OC([N:9]1[CH2:14][CH2:13][CH:12]([O:15][C:16]2[CH:21]=[CH:20][C:19]([Cl:22])=[CH:18][C:17]=2[NH:23][C:24]([C:26]2[CH:27]=[N:28][N:29]3[CH:34]=[CH:33][CH:32]=[N:31][C:30]=23)=[O:25])[CH2:11][CH2:10]1)=O)(C)(C)C. (8) Given the product [Br:1][C:2]1[CH:3]=[C:4]([O:11][Si:12]([C:15]([CH3:18])([CH3:17])[CH3:16])([CH3:14])[CH3:13])[CH:5]=[C:6]2[C:7]=1[NH:8][CH:20]=[CH:19]2, predict the reactants needed to synthesize it. The reactants are: [Br:1][C:2]1[CH:3]=[C:4]([O:11][Si:12]([C:15]([CH3:18])([CH3:17])[CH3:16])([CH3:14])[CH3:13])[CH:5]=[CH:6][C:7]=1[N+:8]([O-])=O.[CH:19]([Mg]Br)=[CH2:20].[NH4+].[Cl-]. (9) Given the product [CH2:11]([NH:10][C:8]([C:4]1[S:3][C:2]([N:1]2[CH2:28][CH2:29][NH:30][C:31]2=[O:32])=[N:6][C:5]=1[CH3:7])=[O:9])[C:12]1[CH:17]=[CH:16][CH:15]=[CH:14][CH:13]=1, predict the reactants needed to synthesize it. The reactants are: [NH2:1][C:2]1[S:3][C:4]([C:8]([NH:10][CH2:11][C:12]2[CH:17]=[CH:16][CH:15]=[CH:14][CH:13]=2)=[O:9])=[C:5]([CH3:7])[N:6]=1.C(N(CC)C(C)C)(C)C.Cl[CH2:28][CH2:29][N:30]=[C:31]=[O:32].C(=O)([O-])[O-].[K+].[K+].